Dataset: Retrosynthesis with 50K atom-mapped reactions and 10 reaction types from USPTO. Task: Predict the reactants needed to synthesize the given product. (1) Given the product Nc1cccnc1-c1ccccc1, predict the reactants needed to synthesize it. The reactants are: Nc1cccnc1Cl.O=Cc1ccccc1. (2) Given the product COc1ccc(C(=O)Nc2ccc(C)c(C)c2)cc1NC(=S)Nc1cccc(C)c1, predict the reactants needed to synthesize it. The reactants are: COc1ccc(C(=O)Nc2ccc(C)c(C)c2)cc1N.Cc1cccc(N=C=S)c1. (3) Given the product COc1ccc(Oc2nc(Nc3cc(C)[nH]n3)cc3c(OC)cccc23)cc1, predict the reactants needed to synthesize it. The reactants are: COc1ccc(O)cc1.COc1cccc2c(Cl)nc(Nc3cc(C)[nH]n3)cc12. (4) Given the product CCOc1cc(C(C)(C)C)ncc1C1=N[C@@](C)(c2ccc(Cl)cc2)[C@@](C)(c2ccc(Cl)cc2)N1C(=O)N1CCC2(CCN(CC(N)=O)CC2)CC1, predict the reactants needed to synthesize it. The reactants are: CCOc1cc(C(C)(C)C)ncc1C1=N[C@@](C)(c2ccc(Cl)cc2)[C@@](C)(c2ccc(Cl)cc2)N1C(=O)N1CCC2(CCNCC2)CC1.NC(=O)CCl. (5) Given the product N=C(N)Nc1nc(C(=O)c2c[nH]cn2)cs1, predict the reactants needed to synthesize it. The reactants are: N=C(N)NC(N)=S.O=C(CBr)C(=O)c1c[nH]cn1. (6) Given the product CCCCC1(CC)CN(c2ccccc2)c2cc(OCC(=O)O)ccc2S(=O)(=O)C1, predict the reactants needed to synthesize it. The reactants are: CCCCC1(CC)CN(c2ccccc2)c2cc(OCC(=O)OCC)ccc2S(=O)(=O)C1.